Dataset: CYP2D6 inhibition data for predicting drug metabolism from PubChem BioAssay. Task: Regression/Classification. Given a drug SMILES string, predict its absorption, distribution, metabolism, or excretion properties. Task type varies by dataset: regression for continuous measurements (e.g., permeability, clearance, half-life) or binary classification for categorical outcomes (e.g., BBB penetration, CYP inhibition). Dataset: cyp2d6_veith. (1) The result is 0 (non-inhibitor). The drug is Cc1ccc(C(=O)NC(=S)Nc2ccc(S(=O)(=O)N3CCN(C)CC3)cc2)cc1. (2) The drug is COC(=O)[C@@]1(Cc2ccc(OC)cc2)[C@H]2c3cc(C(=O)N(C)C)n(CCSCCO)c3C[C@H]2CN1C(=O)c1ccccc1. The result is 0 (non-inhibitor). (3) The molecule is CCOc1ccc(-n2cc(C(=O)NCc3ccco3)c3cc(OC)c(OC)cc3c2=O)cc1. The result is 0 (non-inhibitor). (4) The molecule is c1cncc(-c2cncnc2NC2CCNCC2)c1. The result is 0 (non-inhibitor). (5) The result is 0 (non-inhibitor). The compound is COC(=O)c1c(C)nc2ccccc2c1C(=O)O. (6) The drug is O=C(O)CCSC1=NCCN1. The result is 0 (non-inhibitor).